Dataset: Forward reaction prediction with 1.9M reactions from USPTO patents (1976-2016). Task: Predict the product of the given reaction. (1) Given the reactants [CH3:1][C:2]1[S:3][CH:4]=[C:5]([CH2:7]O)[N:6]=1.[C:9]([O:13][C:14]([N:16]1[CH2:21][CH2:20][N:19]([C:22]2[CH:27]=[N:26][CH:25]=[C:24](Cl)[N:23]=2)[CH2:18][CH2:17]1)=[O:15])([CH3:12])([CH3:11])[CH3:10].[OH-].[K+].C1OCCOCCOCCOCCOCC[O:33]C1, predict the reaction product. The product is: [C:9]([O:13][C:14]([N:16]1[CH2:21][CH2:20][N:19]([C:22]2[CH:27]=[N:26][CH:25]=[C:24]([O:33][CH2:1][C:2]3[S:3][CH:4]=[C:5]([CH3:7])[N:6]=3)[N:23]=2)[CH2:18][CH2:17]1)=[O:15])([CH3:12])([CH3:11])[CH3:10]. (2) Given the reactants [CH2:1]([C:8]1[N:9]=[C:10](Cl)[C:11]2[C:19]3[C:14](=[CH:15][C:16]([C:20]([O:22][CH3:23])=[O:21])=[CH:17][CH:18]=3)[NH:13][C:12]=2[N:24]=1)[C:2]1[CH:7]=[CH:6][CH:5]=[CH:4][CH:3]=1.[NH2:26][CH2:27][CH2:28][CH2:29][N:30]([CH3:35])[CH2:31][CH2:32][CH2:33][NH2:34].CO, predict the reaction product. The product is: [NH2:26][CH2:27][CH2:28][CH2:29][N:30]([CH3:35])[CH2:31][CH2:32][CH2:33][NH:34][C:10]1[C:11]2[C:19]3[C:14](=[CH:15][C:16]([C:20]([O:22][CH3:23])=[O:21])=[CH:17][CH:18]=3)[NH:13][C:12]=2[N:24]=[C:8]([CH2:1][C:2]2[CH:7]=[CH:6][CH:5]=[CH:4][CH:3]=2)[N:9]=1. (3) Given the reactants [C:1]([O:5][C:6](=[O:43])[NH:7][C@H:8]1[CH2:13][CH2:12][C@H:11]([NH:14][C:15]2[N:23]=[C:22]3[C:18]([N:19]=[CH:20][N:21]3[CH:24]3[CH2:28][CH2:27][CH:26]=[CH:25]3)=[C:17]([NH:29][CH:30]3[CH2:35][CH2:34][N:33](CC4C=CC=CC=4)[CH2:32][CH2:31]3)[N:16]=2)[CH2:10][CH2:9]1)([CH3:4])([CH3:3])[CH3:2].C([O-])=O.[NH4+], predict the reaction product. The product is: [C:1]([O:5][C:6](=[O:43])[NH:7][C@H:8]1[CH2:13][CH2:12][C@H:11]([NH:14][C:15]2[N:23]=[C:22]3[C:18]([N:19]=[CH:20][N:21]3[CH:24]3[CH2:28][CH2:27][CH:26]=[CH:25]3)=[C:17]([NH:29][CH:30]3[CH2:31][CH2:32][NH:33][CH2:34][CH2:35]3)[N:16]=2)[CH2:10][CH2:9]1)([CH3:4])([CH3:2])[CH3:3]. (4) The product is: [NH2:25][CH2:24][C:21]1[C:22]([NH2:23])=[N:7][C:6]([C:5]2[CH:9]=[CH:10][C:11]([O:12][CH3:13])=[C:3]([O:2][CH3:1])[CH:4]=2)=[N:8][C:14]=1[C:15]1[CH:20]=[CH:19][CH:18]=[CH:17][CH:16]=1. Given the reactants [CH3:1][O:2][C:3]1[CH:4]=[C:5]([CH:9]=[CH:10][C:11]=1[O:12][CH3:13])[C:6]([NH2:8])=[NH:7].[CH:14](=[C:21]([C:24]#[N:25])[C:22]#[N:23])[C:15]1[CH:20]=[CH:19][CH:18]=[CH:17][CH:16]=1, predict the reaction product. (5) Given the reactants C([NH:5][C:6]([N:8]1[C:16]2[C:11](=[CH:12][C:13]([C:17]([F:20])([F:19])[F:18])=[CH:14][CH:15]=2)[C:10]([NH:21][CH2:22][C:23](=[O:45])[NH:24][CH:25]2[CH2:28][N:27]([CH:29]3[CH2:34][CH2:33][C:32]([C:36]4[CH:37]=[N:38][C:39]([O:42][CH2:43][CH3:44])=[CH:40][CH:41]=4)([OH:35])[CH2:31][CH2:30]3)[CH2:26]2)=[N:9]1)=[O:7])(C)(C)C.C(O)(C(F)(F)F)=O, predict the reaction product. The product is: [CH2:43]([O:42][C:39]1[N:38]=[CH:37][C:36]([C:32]2([OH:35])[CH2:33][CH2:34][CH:29]([N:27]3[CH2:28][CH:25]([NH:24][C:23]([CH2:22][NH:21][C:10]4[C:11]5[C:16](=[CH:15][CH:14]=[C:13]([C:17]([F:20])([F:19])[F:18])[CH:12]=5)[N:8]([C:6]([NH2:5])=[O:7])[N:9]=4)=[O:45])[CH2:26]3)[CH2:30][CH2:31]2)=[CH:41][CH:40]=1)[CH3:44]. (6) Given the reactants Cl.[CH3:2][O:3][C:4]1[N:5]=[C:6]2[C:11](=[CH:12][CH:13]=1)[N:10]=[CH:9][CH:8]=[C:7]2[C:14]1[CH:19]=[CH:18][C:17]([CH2:20][CH2:21][NH2:22])=[CH:16][CH:15]=1.C(N(CC)CC)C.[O:30]=[C:31]1[NH:36][C:35]2[CH:37]=[C:38]([CH:41]=O)[CH:39]=[CH:40][C:34]=2[S:33][CH2:32]1.[BH4-].[Na+], predict the reaction product. The product is: [CH3:2][O:3][C:4]1[N:5]=[C:6]2[C:11](=[CH:12][CH:13]=1)[N:10]=[CH:9][CH:8]=[C:7]2[C:14]1[CH:19]=[CH:18][C:17]([CH2:20][CH2:21][NH:22][CH2:41][C:38]2[CH:39]=[CH:40][C:34]3[S:33][CH2:32][C:31](=[O:30])[NH:36][C:35]=3[CH:37]=2)=[CH:16][CH:15]=1. (7) Given the reactants [CH3:1][CH2:2][O:3][C:4]([CH:6]1[CH2:12][CH2:11][C:9](=[O:10])[CH2:8][CH2:7]1)=[O:5].[CH3:13][C:14]1[CH:15]=[C:16](O)[C:17](=[CH:19][CH:20]=1)[OH:18].CC1C=CC(S(O)(=O)=O)=CC=1.O, predict the reaction product. The product is: [CH2:2]([O:3][C:4]([CH:6]1[CH2:12][CH2:11][C:9]2([O:18][C:17]3[CH:19]=[CH:20][C:14]([CH3:13])=[CH:15][C:16]=3[O:10]2)[CH2:8][CH2:7]1)=[O:5])[CH3:1]. (8) Given the reactants [C:1]([O:4][C@H:5]1[C@H:11]([O:12][C:13](=[O:15])[CH3:14])[C@@H:10]([O:16][C:17](=[O:19])[CH3:18])[C@:9]2([C:21]3[CH:26]=[CH:25][C:24]([Cl:27])=[C:23]([CH2:28][C:29]4[CH:34]=[CH:33][C:32](OS(C(F)(F)F)(=O)=O)=[CH:31][CH:30]=4)[CH:22]=3)[O:20][C@@:6]1([CH2:43][O:44][C:45](=[O:47])[CH3:46])[CH2:7][O:8]2)(=[O:3])[CH3:2].C(N(CC)CC)C.[Si:55]([C:59]#[CH:60])([CH3:58])([CH3:57])[CH3:56].O, predict the reaction product. The product is: [C:1]([O:4][C@H:5]1[C@H:11]([O:12][C:13](=[O:15])[CH3:14])[C@@H:10]([O:16][C:17](=[O:19])[CH3:18])[C@:9]2([C:21]3[CH:26]=[CH:25][C:24]([Cl:27])=[C:23]([CH2:28][C:29]4[CH:30]=[CH:31][C:32]([C:60]#[C:59][Si:55]([CH3:58])([CH3:57])[CH3:56])=[CH:33][CH:34]=4)[CH:22]=3)[O:20][C@@:6]1([CH2:43][O:44][C:45](=[O:47])[CH3:46])[CH2:7][O:8]2)(=[O:3])[CH3:2].